The task is: Predict which catalyst facilitates the given reaction.. This data is from Catalyst prediction with 721,799 reactions and 888 catalyst types from USPTO. (1) Reactant: [I:1][C:2]1[C:10]2[C:9](=[O:11])[O:8][C:7](=O)[C:6]=2[CH:5]=[CH:4][CH:3]=1.[NH2:13]C(N)=O. Product: [I:1][C:2]1[CH:3]=[CH:4][CH:5]=[C:6]2[C:10]=1[C:9](=[O:11])[NH:13][C:7]2=[O:8]. The catalyst class is: 113. (2) Reactant: [F:1][C:2]1([F:18])[CH2:17][C:6]2[S:7][C:8]([NH2:16])=[C:9]([C:10]3[S:14][N:13]=[C:12]([CH3:15])[N:11]=3)[C:5]=2[CH2:4][CH2:3]1.[C:19]12[C:28](=[O:29])[O:27][C:25](=[O:26])[C:20]=1[CH2:21][CH2:22][CH2:23][CH2:24]2. Product: [F:18][C:2]1([F:1])[CH2:17][C:6]2[S:7][C:8]([NH:16][C:28]([C:19]3[CH2:24][CH2:23][CH2:22][CH2:21][C:20]=3[C:25]([OH:27])=[O:26])=[O:29])=[C:9]([C:10]3[S:14][N:13]=[C:12]([CH3:15])[N:11]=3)[C:5]=2[CH2:4][CH2:3]1. The catalyst class is: 61. (3) Reactant: [CH3:1][N:2]([CH3:17])[CH2:3][C@H:4]([O:15][CH3:16])[C@@H:5]([C:8]1[CH:9]=[C:10]([OH:14])[CH:11]=[CH:12][CH:13]=1)[CH2:6][CH3:7].O.C[Si](C)(C)[Cl:21]. Product: [ClH:21].[CH3:17][N:2]([CH3:1])[CH2:3][C@H:4]([O:15][CH3:16])[C@@H:5]([C:8]1[CH:9]=[C:10]([OH:14])[CH:11]=[CH:12][CH:13]=1)[CH2:6][CH3:7]. The catalyst class is: 131. (4) Reactant: [H-].[Na+].[Br:3][C:4]1[C:5](=[O:10])[NH:6][CH:7]=[N:8][CH:9]=1.[Cl:11][C:12]1[CH:19]=[CH:18][C:15]([CH2:16]Br)=[CH:14][CH:13]=1. Product: [Cl:11][C:12]1[CH:19]=[CH:18][C:15]([CH2:16][N:6]2[C:5](=[O:10])[C:4]([Br:3])=[CH:9][N:8]=[CH:7]2)=[CH:14][CH:13]=1. The catalyst class is: 118. (5) Reactant: C([O:5][C@H:6]([C@H:8]1[CH2:12][O:11][C:10](=[O:13])[N:9]1[C:14]1[C:19]([F:20])=[CH:18][N:17]=[C:16]([NH:21][C@H:22]([CH:24]2[CH2:29][CH2:28][NH:27][CH2:26][CH2:25]2)[CH3:23])[N:15]=1)[CH3:7])(C)(C)C.Br[C:31]1[CH:36]=[CH:35][N:34]=[C:33]([C:37]([CH3:43])([CH3:42])[C:38]([F:41])([F:40])[F:39])[CH:32]=1.C1C=CC(P(C2C(C3C(P(C4C=CC=CC=4)C4C=CC=CC=4)=CC=C4C=3C=CC=C4)=C3C(C=CC=C3)=CC=2)C2C=CC=CC=2)=CC=1.C([O-])([O-])=O.[Cs+].[Cs+]. Product: [F:20][C:19]1[C:14]([N:9]2[C@@H:8]([C@@H:6]([OH:5])[CH3:7])[CH2:12][O:11][C:10]2=[O:13])=[N:15][C:16]([NH:21][C@H:22]([CH:24]2[CH2:25][CH2:26][N:27]([C:31]3[CH:36]=[CH:35][N:34]=[C:33]([C:37]([CH3:43])([CH3:42])[C:38]([F:41])([F:40])[F:39])[CH:32]=3)[CH2:28][CH2:29]2)[CH3:23])=[N:17][CH:18]=1. The catalyst class is: 222. (6) The catalyst class is: 1. Reactant: CS[C:3](=[N:12][CH2:13][Si](C)(C)C)[C:4]1[CH:9]=[CH:8][C:7]([Br:10])=[C:6]([Cl:11])[CH:5]=1.[Cl:18][C:19]1[CH:24]=[C:23]([C:25]([C:27](F)(F)F)=[CH2:26])[CH:22]=[C:21]([Cl:31])[CH:20]=1.O.O.O.[F-].C([N+](CCCC)(CCCC)CCCC)CCC. Product: [Br:10][C:7]1[CH:8]=[CH:9][C:4]([C:3]2[CH2:27][C:25]([C:23]3[CH:22]=[C:21]([Cl:31])[CH:20]=[C:19]([Cl:18])[CH:24]=3)([CH3:26])[CH2:13][N:12]=2)=[CH:5][C:6]=1[Cl:11].